From a dataset of Retrosynthesis with 50K atom-mapped reactions and 10 reaction types from USPTO. Predict the reactants needed to synthesize the given product. Given the product CS(=O)(=O)OCc1ccc2c(c1)[nH]c1c(C(N)=O)ccc(-c3ccccc3F)c12, predict the reactants needed to synthesize it. The reactants are: CS(=O)(=O)Cl.NC(=O)c1ccc(-c2ccccc2F)c2c1[nH]c1cc(CO)ccc12.